This data is from Full USPTO retrosynthesis dataset with 1.9M reactions from patents (1976-2016). The task is: Predict the reactants needed to synthesize the given product. (1) Given the product [Cl:20][C:17]1[CH:18]=[CH:19][C:14]([NH:13][S:10]([C:7]2[CH:6]=[CH:5][C:4](/[C:1](=[N:31]/[OH:32])/[CH3:2])=[CH:9][CH:8]=2)(=[O:12])=[O:11])=[C:15]([N:21]2[C:29]3[C:24](=[N:25][CH:26]=[CH:27][CH:28]=3)[N:23]=[N:22]2)[CH:16]=1, predict the reactants needed to synthesize it. The reactants are: [C:1]([C:4]1[CH:9]=[CH:8][C:7]([S:10]([NH:13][C:14]2[CH:19]=[CH:18][C:17]([Cl:20])=[CH:16][C:15]=2[N:21]2[C:29]3[C:24](=[N:25][CH:26]=[CH:27][CH:28]=3)[N:23]=[N:22]2)(=[O:12])=[O:11])=[CH:6][CH:5]=1)(=O)[CH3:2].Cl.[NH2:31][OH:32].C1COCC1. (2) The reactants are: C(OC([N:8]1[CH2:11][CH:10]([N:12]2[C:16]3[N:17]=[C:18]([CH:22]4[CH2:25][N:24]([CH:26]([C:33]5[CH:38]=[CH:37][CH:36]=[CH:35][CH:34]=5)[C:27]5[CH:32]=[CH:31][CH:30]=[CH:29][CH:28]=5)[CH2:23]4)[NH:19][C:20](=[O:21])[C:15]=3[CH:14]=[N:13]2)[CH2:9]1)=O)(C)(C)C.[C:39](O)([C:41](F)(F)F)=O.[CH3:46]O. Given the product [CH:26]([N:24]1[CH2:23][CH:22]([C:18]2[NH:19][C:20](=[O:21])[C:15]3[CH:14]=[N:13][N:12]([CH:10]4[CH2:11][N:8]([CH:39]([CH3:41])[CH3:46])[CH2:9]4)[C:16]=3[N:17]=2)[CH2:25]1)([C:33]1[CH:34]=[CH:35][CH:36]=[CH:37][CH:38]=1)[C:27]1[CH:32]=[CH:31][CH:30]=[CH:29][CH:28]=1, predict the reactants needed to synthesize it.